Dataset: Forward reaction prediction with 1.9M reactions from USPTO patents (1976-2016). Task: Predict the product of the given reaction. The product is: [CH3:18][O:17][C:14]1[CH:15]=[C:16]2[C:11](=[CH:12][CH:13]=1)[N:10]=[CH:9][N:8]=[CH:7]2. Given the reactants BrC1C=C(F)C(N[C:7]2[C:16]3[C:11](=[CH:12][C:13](O)=[C:14]([O:17][CH3:18])[CH:15]=3)[N:10]=[CH:9][N:8]=2)=C(F)C=1.OCC1CCNCC1, predict the reaction product.